From a dataset of Catalyst prediction with 721,799 reactions and 888 catalyst types from USPTO. Predict which catalyst facilitates the given reaction. (1) The catalyst class is: 4. Reactant: [F:1][C:2]1[CH:3]=[CH:4][CH:5]=[C:6]2[C:11]=1[O:10][CH2:9][CH:8]=[C:7]2[CH2:12][C:13]([C:28]([F:31])([F:30])[F:29])([OH:27])[CH:14]=NC1C=CC=C2C=1C=NC(C)=N2.B(Br)(Br)Br.C(=O)(O)[O-:37].[Na+]. Product: [F:1][C:2]1[CH:3]=[CH:4][CH:5]=[C:6]2[C:11]=1[O:10][CH2:9][CH:8]=[C:7]2[CH2:12][C:13]([OH:27])([C:28]([F:29])([F:30])[F:31])[CH:14]=[O:37]. (2) Reactant: [Br:1][C:2]1[CH:26]=[C:25]([F:27])[CH:24]=[CH:23][C:3]=1[O:4][C:5]1[C:6](C(O)=O)=[N:7][CH:8]=[C:9]([S:11][C:12]2[CH:17]=[CH:16][CH:15]=[C:14]([O:18][CH3:19])[CH:13]=2)[CH:10]=1.[CH3:28][C:29]([OH:32])([CH3:31])[CH3:30].C([N:35]([CH2:38]C)CC)C.C1C=CC(P(N=[N+]=[N-])(C2C=CC=CC=2)=[O:47])=CC=1.[OH-].[Na+]. Product: [Br:1][C:2]1[CH:26]=[C:25]([F:27])[CH:24]=[CH:23][C:3]=1[O:4][C:5]1[C:6]([NH:35][C:38](=[O:47])[O:32][C:29]([CH3:31])([CH3:30])[CH3:28])=[N:7][CH:8]=[C:9]([S:11][C:12]2[CH:17]=[CH:16][CH:15]=[C:14]([O:18][CH3:19])[CH:13]=2)[CH:10]=1. The catalyst class is: 11. (3) Reactant: Cl[CH2:2][CH2:3][CH2:4][C:5](Cl)=[O:6].Cl.[NH2:9][CH2:10][CH2:11][O:12][C:13]1[CH:14]=[CH:15][C:16]2[C:17]3[S:26][C:25]([CH2:27][CH2:28][CH3:29])=[N:24][C:18]=3[C:19]([NH2:23])=[N:20][C:21]=2[CH:22]=1.C(N(CC)CC)C.[H-].[Na+]. Product: [NH2:23][C:19]1[C:18]2[N:24]=[C:25]([CH2:27][CH2:28][CH3:29])[S:26][C:17]=2[C:16]2[CH:15]=[CH:14][C:13]([O:12][CH2:11][CH2:10][N:9]3[CH2:2][CH2:3][CH2:4][C:5]3=[O:6])=[CH:22][C:21]=2[N:20]=1. The catalyst class is: 794. (4) Reactant: [CH2:1]([OH:34])[C@H:2]1[O:7][C@H:6]([O:8][CH2:9][C@H:10]2[O:15][C@H:14]([O:16][C@@H]([C@H](O)[C@@H](O)C=O)[C@H](O)CO)[C@H:13]([OH:28])[C@@H:12]([OH:29])[C@@H:11]2[OH:30])[C@H:5]([OH:31])[C@@H:4]([OH:32])[C@@H:3]1[OH:33]. Product: [CH2:1]([OH:34])[C@H:2]1[O:7][C@H:6]([O:8][CH2:9][C@H:10]2[O:15][CH:14]([OH:16])[C@H:13]([OH:28])[C@@H:12]([OH:29])[C@@H:11]2[OH:30])[C@H:5]([OH:31])[C@@H:4]([OH:32])[C@@H:3]1[OH:33]. The catalyst class is: 6. (5) Reactant: [CH3:1][O:2][C:3]1[CH:8]=[CH:7][C:6]([C:9]2[S:13][C:12]([NH2:14])=[N:11][CH:10]=2)=[CH:5][CH:4]=1.[N:15]1([C:20](N2C=CN=C2)=[S:21])[CH:19]=[CH:18][N:17]=[CH:16]1. Product: [CH3:1][O:2][C:3]1[CH:4]=[CH:5][C:6]([C:9]2[S:13][C:12]([NH:14][C:20]([N:15]3[CH:19]=[CH:18][N:17]=[CH:16]3)=[S:21])=[N:11][CH:10]=2)=[CH:7][CH:8]=1. The catalyst class is: 783. (6) Reactant: [C:1]1(=[O:10])[C:9]2C(=CC=[CH:7][CH:8]=2)C[O:2]1.[Cr](Cl)([O-])(=O)=[O:12].[NH+]1[CH:21]=[CH:20][CH:19]=[CH:18][CH:17]=1. Product: [O:10]=[C:1]1[C:9]2[C:18](=[CH:19][C:20]([CH:21]=[O:12])=[CH:7][CH:8]=2)[CH2:17][O:2]1. The catalyst class is: 2. (7) Reactant: C([Si](C)(C)[O:6][C:7]1[CH:12]=[CH:11][C:10]([C:13]2[C:17]([C:18]3[CH:23]=[CH:22][CH:21]=[CH:20][CH:19]=3)=[C:16]([C:24]3([CH:27]([OH:29])[CH3:28])[CH2:26][CH2:25]3)[O:15][N:14]=2)=[CH:9][CH:8]=1)(C)(C)C.O.[F-].C([N+](CCCC)(CCCC)CCCC)CCC.[Cl-].[NH4+].C(OCC)(=O)C. Product: [OH:29][CH:27]([C:24]1([C:16]2[O:15][N:14]=[C:13]([C:10]3[CH:9]=[CH:8][C:7]([OH:6])=[CH:12][CH:11]=3)[C:17]=2[C:18]2[CH:23]=[CH:22][CH:21]=[CH:20][CH:19]=2)[CH2:26][CH2:25]1)[CH3:28]. The catalyst class is: 1. (8) Reactant: [Br:1][C:2]1[CH:3]=[C:4]([S:8]([N:11]2[CH2:20][CH2:19][C:18]3[C@:13]([CH2:31][OH:32])([CH2:14][C:15]4[CH:23]=[N:22][N:21]([C:24]5[CH:29]=[CH:28][C:27]([F:30])=[CH:26][CH:25]=5)[C:16]=4[CH:17]=3)[CH2:12]2)(=[O:10])=[O:9])[CH:5]=[CH:6][CH:7]=1.[H-].[Na+].I[CH3:36]. Product: [Br:1][C:2]1[CH:3]=[C:4]([S:8]([N:11]2[CH2:20][CH2:19][C:18]3[C@:13]([CH2:31][O:32][CH3:36])([CH2:14][C:15]4[CH:23]=[N:22][N:21]([C:24]5[CH:25]=[CH:26][C:27]([F:30])=[CH:28][CH:29]=5)[C:16]=4[CH:17]=3)[CH2:12]2)(=[O:9])=[O:10])[CH:5]=[CH:6][CH:7]=1. The catalyst class is: 30.